The task is: Predict the product of the given reaction.. This data is from Forward reaction prediction with 1.9M reactions from USPTO patents (1976-2016). (1) Given the reactants [C:1]1([N:7]2[C:11](=[O:12])[N:10]=[N:9][NH:8]2)[CH:6]=[CH:5][CH:4]=[CH:3][CH:2]=1.F[B-](F)(F)F.[O:18]=[N+:19]=[O:20].O, predict the reaction product. The product is: [N+:19]([C:4]1[CH:3]=[CH:2][C:1]([N:7]2[C:11](=[O:12])[N:10]=[N:9][NH:8]2)=[CH:6][CH:5]=1)([O-:20])=[O:18]. (2) Given the reactants [CH3:1][O:2][C:3](=[O:20])[CH:4]([C:13]1[CH:18]=[CH:17][C:16](Br)=[CH:15][CH:14]=1)[CH2:5][CH2:6][CH:7]1[CH2:11][CH2:10][CH2:9][N:8]1[CH3:12].[C:21]([O:25][C:26](=[O:39])[NH:27][C:28]1[CH:33]=[CH:32][CH:31]=[CH:30][C:29]=1[NH:34][C:35](=[O:38])[CH:36]=[CH2:37])([CH3:24])([CH3:23])[CH3:22].C1(C)C=CC=CC=1P(C1C=CC=CC=1C)C1C=CC=CC=1C.C(N(CC)CC)C.[NH4+].[Cl-], predict the reaction product. The product is: [CH3:1][O:2][C:3](=[O:20])[CH:4]([C:13]1[CH:18]=[CH:17][C:16](/[CH:37]=[CH:36]/[C:35](=[O:38])[NH:34][C:29]2[CH:30]=[CH:31][CH:32]=[CH:33][C:28]=2[NH:27][C:26]([O:25][C:21]([CH3:24])([CH3:23])[CH3:22])=[O:39])=[CH:15][CH:14]=1)[CH2:5][CH2:6][CH:7]1[CH2:11][CH2:10][CH2:9][N:8]1[CH3:12]. (3) Given the reactants [F:1][C@@H:2]1[CH2:6][CH2:5][NH:4][C:3]1=O.[F:8][B-:9]([F:12])([F:11])[F:10].[CH3:13][O+](C)C.[F:17][C:18]1[C:23]([NH:24][NH2:25])=[C:22]([F:26])[C:21]([F:27])=[C:20]([F:28])[C:19]=1[F:29], predict the reaction product. The product is: [F:8][B-:9]([F:12])([F:11])[F:10].[F:1][C@@H:2]1[C:3]2=[N:25][N+:24]([C:23]3[C:18]([F:17])=[C:19]([F:29])[C:20]([F:28])=[C:21]([F:27])[C:22]=3[F:26])=[CH:13][N:4]2[CH2:5][CH2:6]1. (4) Given the reactants [N:1]1[C:10]2[C:5](=[CH:6][CH:7]=[CH:8][CH:9]=2)[CH:4]=[C:3]([N:11]([C:20]([O:22]CC(Cl)(Cl)Cl)=O)C(OCC(Cl)(Cl)Cl)=O)[CH:2]=1.[C:28]1([C:34]2[N:38]=[C:37]([N:39]3[CH2:44][CH2:43][NH:42][CH2:41][CH2:40]3)[S:36][N:35]=2)[CH:33]=[CH:32][CH:31]=[CH:30][CH:29]=1.C(N(C(C)C)CC)(C)C.O, predict the reaction product. The product is: [C:28]1([C:34]2[N:38]=[C:37]([N:39]3[CH2:44][CH2:43][N:42]([C:20]([NH:11][C:3]4[CH:2]=[N:1][C:10]5[C:5]([CH:4]=4)=[CH:6][CH:7]=[CH:8][CH:9]=5)=[O:22])[CH2:41][CH2:40]3)[S:36][N:35]=2)[CH:29]=[CH:30][CH:31]=[CH:32][CH:33]=1. (5) Given the reactants [Cl:1][C:2]1[CH:3]=[C:4]([C:9]2[C:19]([C:20]([NH2:22])=[O:21])=[C:12]3[CH2:13][NH:14][C:15]4([CH2:18][CH2:17]4)[CH2:16][N:11]3[N:10]=2)[CH:5]=[CH:6][C:7]=1[F:8].[C:23]([N:27]=[C:28]=[O:29])([CH3:26])([CH3:25])[CH3:24], predict the reaction product. The product is: [C:23]([NH:27][C:28]([N:14]1[C:15]2([CH2:18][CH2:17]2)[CH2:16][N:11]2[N:10]=[C:9]([C:4]3[CH:5]=[CH:6][C:7]([F:8])=[C:2]([Cl:1])[CH:3]=3)[C:19]([C:20]([NH2:22])=[O:21])=[C:12]2[CH2:13]1)=[O:29])([CH3:26])([CH3:25])[CH3:24]. (6) Given the reactants Br[C:2]1[CH:7]=[C:6]([C:8]([CH3:11])([CH3:10])[CH3:9])[CH:5]=[C:4]([C:12]([CH3:15])([CH3:14])[CH3:13])[CH:3]=1.[Li]CCCC.[B:21](OC)([O:24]C)[O:22]C.Cl, predict the reaction product. The product is: [C:12]([C:4]1[CH:3]=[C:2]([B:21]([OH:24])[OH:22])[CH:7]=[C:6]([C:8]([CH3:11])([CH3:10])[CH3:9])[CH:5]=1)([CH3:15])([CH3:14])[CH3:13].